This data is from Full USPTO retrosynthesis dataset with 1.9M reactions from patents (1976-2016). The task is: Predict the reactants needed to synthesize the given product. (1) Given the product [ClH:1].[NH2:23][CH:20]1[CH2:19][CH2:18][N:17]([C:14]2[CH:13]=[CH:12][C:11]([C:8]([NH2:9])=[O:10])=[CH:16][N:15]=2)[CH2:22][CH2:21]1, predict the reactants needed to synthesize it. The reactants are: [ClH:1].CCOC(C)=O.[C:8]([C:11]1[CH:12]=[CH:13][C:14]([N:17]2[CH2:22][CH2:21][CH:20]([NH:23]C(=O)OC(C)(C)C)[CH2:19][CH2:18]2)=[N:15][CH:16]=1)(=[O:10])[NH2:9]. (2) Given the product [F:29][C:30]1[CH:35]=[CH:34][C:33]([S:36][C:7]2[C:8]([C:21]#[N:22])=[N:9][C:10]([CH2:13][N:14]3[C:19](=[O:20])[CH:18]=[CH:17][CH:16]=[N:15]3)=[CH:11][N:12]=2)=[CH:32][CH:31]=1, predict the reactants needed to synthesize it. The reactants are: CN(C)C=O.Br[C:7]1[C:8]([C:21]#[N:22])=[N:9][C:10]([CH2:13][N:14]2[C:19](=[O:20])[CH:18]=[CH:17][CH:16]=[N:15]2)=[CH:11][N:12]=1.C(=O)([O-])[O-].[K+].[K+].[F:29][C:30]1[CH:35]=[CH:34][C:33]([SH:36])=[CH:32][CH:31]=1.